Dataset: Catalyst prediction with 721,799 reactions and 888 catalyst types from USPTO. Task: Predict which catalyst facilitates the given reaction. (1) Reactant: [CH2:1]([O:3][C:4]1[CH:12]=[CH:11][C:7]([C:8]([OH:10])=O)=[CH:6][N:5]=1)[CH3:2].C1N=CN(C(N2C=NC=C2)=O)C=1.Cl.[NH2:26][CH2:27][C:28]1[CH:29]=[C:30]2[C:34](=[CH:35][CH:36]=1)[C:33](=[O:37])[N:32]([C:38]1([CH3:46])[CH2:43][CH2:42][C:41](=[O:44])[NH:40][C:39]1=[O:45])[C:31]2=[O:47].O. Product: [CH2:1]([O:3][C:4]1[CH:12]=[CH:11][C:7]([C:8]([NH:26][CH2:27][C:28]2[CH:29]=[C:30]3[C:34](=[CH:35][CH:36]=2)[C:33](=[O:37])[N:32]([C:38]2([CH3:46])[CH2:43][CH2:42][C:41](=[O:44])[NH:40][C:39]2=[O:45])[C:31]3=[O:47])=[O:10])=[CH:6][N:5]=1)[CH3:2]. The catalyst class is: 9. (2) Reactant: [C:1]1([OH:7])[CH:6]=[CH:5][CH:4]=[CH:3][CH:2]=1.C(N(CC)C(C)C)(C)C.[F:17][C:18]1[CH:26]=[C:25]([F:27])[C:24]([F:28])=[CH:23][C:19]=1[C:20](Cl)=[O:21]. Product: [F:17][C:18]1[CH:26]=[C:25]([F:27])[C:24]([F:28])=[CH:23][C:19]=1[C:20]([O:7][C:1]1[CH:6]=[CH:5][CH:4]=[CH:3][CH:2]=1)=[O:21]. The catalyst class is: 4. (3) Reactant: [C:1]([O:5][C:6](=[O:25])[NH:7][C:8]1[CH2:9][O:10][CH2:11][C:12]([C:17]2[CH:22]=[C:21]([NH2:23])[CH:20]=[CH:19][C:18]=2[F:24])([CH:14]([F:16])[F:15])[N:13]=1)([CH3:4])([CH3:3])[CH3:2].[Br:26][C:27]1[CH:28]=[CH:29][C:30]([C:33](O)=[O:34])=[N:31][CH:32]=1.C1C=NC2N(O)N=NC=2C=1.CCN(CC)CC.CCN=C=NCCCN(C)C.Cl. The catalyst class is: 91. Product: [C:1]([O:5][C:6](=[O:25])[NH:7][C:8]1[CH2:9][O:10][CH2:11][C:12]([C:17]2[CH:22]=[C:21]([NH:23][C:33]([C:30]3[CH:29]=[CH:28][C:27]([Br:26])=[CH:32][N:31]=3)=[O:34])[CH:20]=[CH:19][C:18]=2[F:24])([CH:14]([F:16])[F:15])[N:13]=1)([CH3:4])([CH3:2])[CH3:3]. (4) Reactant: Br[CH2:2][CH:3]1[CH2:5][CH2:4]1.[CH3:6][O:7][C:8](=[O:39])[C:9]1[CH:14]=[C:13]([NH:15][C:16]2[CH:21]=[CH:20][CH:19]=[CH:18][CH:17]=2)[CH:12]=[C:11]([C:22](=[O:38])[C:23]2[CH:28]=[CH:27][C:26]([N:29]([C:31]3[CH:36]=[CH:35][C:34]([Cl:37])=[CH:33][CH:32]=3)[CH3:30])=[CH:25][N:24]=2)[CH:10]=1.[H-].[Na+].Cl. Product: [CH3:6][O:7][C:8](=[O:39])[C:9]1[CH:14]=[C:13]([N:15]([CH2:2][CH:3]2[CH2:5][CH2:4]2)[C:16]2[CH:21]=[CH:20][CH:19]=[CH:18][CH:17]=2)[CH:12]=[C:11]([C:22](=[O:38])[C:23]2[CH:28]=[CH:27][C:26]([N:29]([C:31]3[CH:32]=[CH:33][C:34]([Cl:37])=[CH:35][CH:36]=3)[CH3:30])=[CH:25][N:24]=2)[CH:10]=1. The catalyst class is: 1. (5) Reactant: [F:1][C:2]([F:12])([F:11])[C:3]1[CH:10]=[CH:9][CH:8]=[CH:7][C:4]=1[CH:5]=O.[Cl:13][CH2:14][CH2:15][CH2:16][CH:17](P(OCC)(OCC)=O)[C:18]([O:20][CH2:21][CH3:22])=[O:19].[OH-].[Li+].O. Product: [Cl:13][CH2:14][CH2:15][CH2:16][C:17](=[CH:5][C:4]1[CH:7]=[CH:8][CH:9]=[CH:10][C:3]=1[C:2]([F:12])([F:11])[F:1])[C:18]([O:20][CH2:21][CH3:22])=[O:19]. The catalyst class is: 214. (6) Reactant: [Cl:1][C:2]1[O:3][C:4]2[CH:10]=[CH:9][C:8]([C:11]([CH2:30][CH3:31])=[C:12]([C:23]3[CH:28]=[CH:27][C:26]([OH:29])=[CH:25][CH:24]=3)[C:13]3[CH:18]=[CH:17][C:16]([O:19][CH2:20][CH2:21]Cl)=[CH:15][CH:14]=3)=[CH:7][C:5]=2[CH:6]=1.[NH:32]1[CH2:36][CH2:35][CH2:34][CH2:33]1. Product: [Cl:1][C:2]1[O:3][C:4]2[CH:10]=[CH:9][C:8]([C:11]([CH2:30][CH3:31])=[C:12]([C:23]3[CH:28]=[CH:27][C:26]([OH:29])=[CH:25][CH:24]=3)[C:13]3[CH:18]=[CH:17][C:16]([O:19][CH2:20][CH2:21][N:32]4[CH2:36][CH2:35][CH2:34][CH2:33]4)=[CH:15][CH:14]=3)=[CH:7][C:5]=2[CH:6]=1. The catalyst class is: 5.